The task is: Predict the reaction yield, written as a fraction of the theoretical maximum amount of product (1.0 means a 100% yield; for example, 0.34 means a 34% yield).. This data is from Reaction yield outcomes from USPTO patents with 853,638 reactions. (1) The reactants are Cl[CH2:2][C:3]1[N:8]=[C:7]([NH:9][C:10](=[O:16])[O:11][C:12]([CH3:15])([CH3:14])[CH3:13])[CH:6]=[CH:5][CH:4]=1.Cl.[F:18][C:19]1([F:25])[CH2:24][CH2:23][NH:22][CH2:21][CH2:20]1.C([O-])([O-])=O.[K+].[K+].[I-].[K+]. The catalyst is CN(C=O)C.O. The product is [F:18][C:19]1([F:25])[CH2:24][CH2:23][N:22]([CH2:2][C:3]2[N:8]=[C:7]([NH:9][C:10](=[O:16])[O:11][C:12]([CH3:15])([CH3:14])[CH3:13])[CH:6]=[CH:5][CH:4]=2)[CH2:21][CH2:20]1. The yield is 0.850. (2) The catalyst is C([O-])(=O)C.[Pd+2].C([O-])(=O)C.CN(C=O)C. The reactants are [CH:1]([NH:14][C:15]1[CH:20]=[CH:19][C:18]([N+:21]([O-:23])=[O:22])=[CH:17][C:16]=1I)([C:8]1[CH:13]=[CH:12][CH:11]=[CH:10][CH:9]=1)[C:2]1[CH:7]=[CH:6][CH:5]=[CH:4][CH:3]=1.[CH3:25][O:26][C:27](=[O:42])[C:28]1[CH:33]=[CH:32][C:31]([O:34][CH2:35][CH2:36][C:37]#[C:38][CH2:39][CH2:40][OH:41])=[CH:30][CH:29]=1.[Li+].[Cl-]. The yield is 0.710. The product is [CH3:25][O:26][C:27](=[O:42])[C:28]1[CH:29]=[CH:30][C:31]([O:34][CH2:35][CH2:36][C:37]2[C:16]3[C:15](=[CH:20][CH:19]=[C:18]([N+:21]([O-:23])=[O:22])[CH:17]=3)[N:14]([CH:1]([C:8]3[CH:13]=[CH:12][CH:11]=[CH:10][CH:9]=3)[C:2]3[CH:7]=[CH:6][CH:5]=[CH:4][CH:3]=3)[C:38]=2[CH2:39][CH2:40][OH:41])=[CH:32][CH:33]=1. (3) The reactants are [CH2:1]([O:3][C:4]([C:6]1[S:7][C:8]([O:19][C:20]2[CH:25]=[CH:24][C:23](Br)=[CH:22][CH:21]=2)=[C:9]2[C:17]3[N:16]([CH3:18])[N:15]=[CH:14][C:13]=3[CH2:12][CH2:11][C:10]=12)=[O:5])[CH3:2].C(B(CC)[C:30]1[CH:31]=[N:32][CH:33]=[CH:34][CH:35]=1)C.C(=O)([O-])[O-].[Na+].[Na+].O. The catalyst is C(COC)OC.C1C=CC([P]([Pd]([P](C2C=CC=CC=2)(C2C=CC=CC=2)C2C=CC=CC=2)([P](C2C=CC=CC=2)(C2C=CC=CC=2)C2C=CC=CC=2)[P](C2C=CC=CC=2)(C2C=CC=CC=2)C2C=CC=CC=2)(C2C=CC=CC=2)C2C=CC=CC=2)=CC=1. The product is [CH2:1]([O:3][C:4]([C:6]1[S:7][C:8]([O:19][C:20]2[CH:25]=[CH:24][C:23]([C:30]3[CH:31]=[N:32][CH:33]=[CH:34][CH:35]=3)=[CH:22][CH:21]=2)=[C:9]2[C:17]3[N:16]([CH3:18])[N:15]=[CH:14][C:13]=3[CH2:12][CH2:11][C:10]=12)=[O:5])[CH3:2]. The yield is 0.810. (4) The reactants are Br[C:2]1[CH:13]=[CH:12][C:5]2[C:6](=[O:11])[NH:7][CH2:8][CH2:9][CH2:10][C:4]=2[CH:3]=1.[C:14](=[O:21])([O:16][C:17]([CH3:20])([CH3:19])[CH3:18])[NH2:15].C([O-])([O-])=O.[Cs+].[Cs+].O. The catalyst is O1CCOCC1.C1C=CC(/C=C/C(/C=C/C2C=CC=CC=2)=O)=CC=1.C1C=CC(/C=C/C(/C=C/C2C=CC=CC=2)=O)=CC=1.[Pd].CC1(C)C2C(=C(P(C3C=CC=CC=3)C3C=CC=CC=3)C=CC=2)OC2C(P(C3C=CC=CC=3)C3C=CC=CC=3)=CC=CC1=2. The product is [O:11]=[C:6]1[C:5]2[CH:12]=[CH:13][C:2]([NH:15][C:14](=[O:21])[O:16][C:17]([CH3:20])([CH3:19])[CH3:18])=[CH:3][C:4]=2[CH2:10][CH2:9][CH2:8][NH:7]1. The yield is 0.390.